The task is: Predict the reactants needed to synthesize the given product.. This data is from Full USPTO retrosynthesis dataset with 1.9M reactions from patents (1976-2016). Given the product [Cl:17][C:18]1[CH:19]=[C:20]([F:25])[C:21]([O:1][CH:2]2[CH2:3][CH2:4][N:5]([C:8]([O:10][C:11]([CH3:14])([CH3:13])[CH3:12])=[O:9])[CH2:6][CH2:7]2)=[N:22][CH:23]=1, predict the reactants needed to synthesize it. The reactants are: [OH:1][CH:2]1[CH2:7][CH2:6][N:5]([C:8]([O:10][C:11]([CH3:14])([CH3:13])[CH3:12])=[O:9])[CH2:4][CH2:3]1.[H-].[Na+].[Cl:17][C:18]1[CH:19]=[C:20]([F:25])[C:21](F)=[N:22][CH:23]=1.O.